From a dataset of Reaction yield outcomes from USPTO patents with 853,638 reactions. Predict the reaction yield, written as a fraction of the theoretical maximum amount of product (1.0 means a 100% yield; for example, 0.34 means a 34% yield). The reactants are C(OC(=O)[NH:7][CH2:8][CH2:9][CH2:10][N:11]1[CH2:16][CH2:15][CH:14]([N:17]2[CH:30]=[C:29]3[C:20]([NH:21][C:22]4[C:27]([O:28]3)=[CH:26][CH:25]=[C:24]([CH2:31][CH2:32][C:33]3[CH:38]=[CH:37][CH:36]=[C:35]([F:39])[CH:34]=3)[CH:23]=4)=[N:19][C:18]2=[O:40])[CH2:13][CH2:12]1)(C)(C)C.FC(F)(F)C(O)=O. The catalyst is ClCCl. The product is [NH2:7][CH2:8][CH2:9][CH2:10][N:11]1[CH2:16][CH2:15][CH:14]([N:17]2[CH:30]=[C:29]3[C:20]([NH:21][C:22]4[C:27]([O:28]3)=[CH:26][CH:25]=[C:24]([CH2:31][CH2:32][C:33]3[CH:38]=[CH:37][CH:36]=[C:35]([F:39])[CH:34]=3)[CH:23]=4)=[N:19][C:18]2=[O:40])[CH2:13][CH2:12]1. The yield is 0.990.